Dataset: Catalyst prediction with 721,799 reactions and 888 catalyst types from USPTO. Task: Predict which catalyst facilitates the given reaction. (1) Reactant: [CH3:1][C:2]1([CH3:16])[C:6]([CH3:8])([CH3:7])[O:5][B:4]([C:9]2[CH:10]=[C:11]([CH:13]=[CH:14][CH:15]=2)[NH2:12])[O:3]1.CCN(C(C)C)C(C)C.[C:26](Cl)(=[O:29])[CH:27]=[CH2:28]. Product: [CH3:8][C:6]1([CH3:7])[C:2]([CH3:16])([CH3:1])[O:3][B:4]([C:9]2[CH:10]=[C:11]([NH:12][C:26](=[O:29])[CH:27]=[CH2:28])[CH:13]=[CH:14][CH:15]=2)[O:5]1. The catalyst class is: 2. (2) Reactant: [Cl:1][C:2]1[CH:9]=[N:8][CH:7]=[C:6]([C:10]2[CH:15]=[CH:14][C:13]([O:16][C:17]3[CH:22]=[CH:21][CH:20]=[CH:19][CH:18]=3)=[CH:12][CH:11]=2)[C:3]=1[C:4]#[N:5].ClC1C=CC=C(C(OO)=[O:31])C=1. Product: [Cl:1][C:2]1[CH:9]=[N+:8]([O-:31])[CH:7]=[C:6]([C:10]2[CH:11]=[CH:12][C:13]([O:16][C:17]3[CH:18]=[CH:19][CH:20]=[CH:21][CH:22]=3)=[CH:14][CH:15]=2)[C:3]=1[C:4]#[N:5]. The catalyst class is: 4. (3) Reactant: C([O:4][CH2:5][C@@H:6]1[C@@H:11]([O:12]C(=O)C)[C@H:10]([O:16]C(=O)C)[C@H:9]([O:20]C(=O)C)[C@@H:8]([CH2:24][C:25](=[O:60])[NH:26][C:27]2[CH:32]=[CH:31][CH:30]=[C:29]([NH:33][C:34](=[O:59])[CH2:35][C@@H:36]3[C@@H:41]([O:42]C(=O)C)[C@@H:40]([O:46]C(=O)C)[C@H:39]([O:50]C(=O)C)[C@@H:38]([CH2:54][O:55]C(=O)C)[O:37]3)[CH:28]=2)[O:7]1)(=O)C.CO[Na]. Product: [OH:20][C@H:9]1[C@@H:10]([OH:16])[C@H:11]([OH:12])[C@@H:6]([CH2:5][OH:4])[O:7][C@@H:8]1[CH2:24][C:25]([NH:26][C:27]1[CH:32]=[CH:31][CH:30]=[C:29]([NH:33][C:34](=[O:59])[CH2:35][C@@H:36]2[C@@H:41]([OH:42])[C@@H:40]([OH:46])[C@H:39]([OH:50])[C@@H:38]([CH2:54][OH:55])[O:37]2)[CH:28]=1)=[O:60]. The catalyst class is: 5. (4) Reactant: [CH2:1]([CH:3]1[CH2:12][NH:11][C:10]2[C:5](=[CH:6][C:7]([CH3:14])=[C:8]([CH3:13])[CH:9]=2)[NH:4]1)[CH3:2].[C:15](O[C:15]([O:17][C:18]([CH3:21])([CH3:20])[CH3:19])=[O:16])([O:17][C:18]([CH3:21])([CH3:20])[CH3:19])=[O:16]. Product: [C:18]([O:17][C:15]([N:11]1[C:10]2[C:5](=[CH:6][C:7]([CH3:14])=[C:8]([CH3:13])[CH:9]=2)[NH:4][CH:3]([CH2:1][CH3:2])[CH2:12]1)=[O:16])([CH3:21])([CH3:20])[CH3:19]. The catalyst class is: 2. (5) Product: [NH2:2][CH2:1][C:3]([NH:8][C:9](=[O:15])[O:10][C:11]([CH3:14])([CH3:13])[CH3:12])([CH3:4])[CH2:5][CH2:6][CH3:7]. The catalyst class is: 94. Reactant: [C:1]([C:3]([NH:8][C:9](=[O:15])[O:10][C:11]([CH3:14])([CH3:13])[CH3:12])([CH2:5][CH2:6][CH3:7])[CH3:4])#[N:2].CC(O)(C)C.